This data is from Full USPTO retrosynthesis dataset with 1.9M reactions from patents (1976-2016). The task is: Predict the reactants needed to synthesize the given product. (1) Given the product [F:1][C:2]([F:13])([F:14])[C:3]1[CH:12]=[CH:11][C:6]([C:7]2[O:8][CH:15]=[N:10][N:9]=2)=[CH:5][CH:4]=1, predict the reactants needed to synthesize it. The reactants are: [F:1][C:2]([F:14])([F:13])[C:3]1[CH:12]=[CH:11][C:6]([C:7]([NH:9][NH2:10])=[O:8])=[CH:5][CH:4]=1.[CH2:15](OC(OCC)OCC)C. (2) Given the product [CH:42]1[C:43]2[N:31]([CH2:30][CH2:29][C:24]3[CH:23]=[CH:22][C:21]4[N:20]([CH:44]=[O:45])[C:19]5[C:27]([C:26]=4[CH:25]=3)=[CH:28][C:16]([CH2:15][CH2:14][N:12]3[C:13]4[CH:1]=[CH:2][CH:3]=[CH:4][C:5]=4[C:6]4[C:11]3=[CH:10][CH:9]=[CH:8][CH:7]=4)=[CH:17][CH:18]=5)[C:32]3[C:37](=[CH:36][CH:35]=[CH:34][CH:33]=3)[C:38]=2[CH:39]=[CH:40][CH:41]=1, predict the reactants needed to synthesize it. The reactants are: [CH:1]1[C:13]2[N:12]([CH2:14][CH2:15][C:16]3[CH:17]=[CH:18][C:19]4[NH:20][C:21]5[C:26]([C:27]=4[CH:28]=3)=[CH:25][C:24]([CH2:29][CH2:30][N:31]3[C:43]4[CH:42]=[CH:41][CH:40]=[CH:39][C:38]=4[C:37]4[C:32]3=[CH:33][CH:34]=[CH:35][CH:36]=4)=[CH:23][CH:22]=5)[C:11]3[C:6](=[CH:7][CH:8]=[CH:9][CH:10]=3)[C:5]=2[CH:4]=[CH:3][CH:2]=1.[C:44](=O)([O-])[O-:45].[K+].[K+].C1OCCOCCOCCOCCOCCOC1. (3) Given the product [C:14]([CH:9]1[CH2:13][CH:12]2[CH:11]([CH:3]2[C:4]([O:6][CH2:7][CH3:8])=[O:5])[CH2:10]1)(=[O:16])[CH3:15], predict the reactants needed to synthesize it. The reactants are: [N+](=[CH:3][C:4]([O:6][CH2:7][CH3:8])=[O:5])=[N-].[CH:9]1([C:14](=[O:16])[CH3:15])[CH2:13][CH:12]=[CH:11][CH2:10]1. (4) Given the product [F:22][C:19]1[CH:20]=[CH:21][C:16]([NH:15][C:4]([C:6]2[CH:11]=[C:10]([C:12]#[N:13])[CH:9]=[C:8]([CH3:14])[N:7]=2)=[O:5])=[N:17][CH:18]=1, predict the reactants needed to synthesize it. The reactants are: C(O[C:4]([C:6]1[CH:11]=[C:10]([C:12]#[N:13])[CH:9]=[C:8]([CH3:14])[N:7]=1)=[O:5])C.[NH2:15][C:16]1[CH:21]=[CH:20][C:19]([F:22])=[CH:18][N:17]=1. (5) Given the product [CH2:1]([O:8][CH:9]1[CH2:14][CH2:13][CH2:12][CH:11]([O:15][C:20]2[C:21]([F:23])=[CH:22][C:17]([Br:16])=[CH:18][C:19]=2[F:25])[CH2:10]1)[C:2]1[CH:7]=[CH:6][CH:5]=[CH:4][CH:3]=1, predict the reactants needed to synthesize it. The reactants are: [CH2:1]([O:8][CH:9]1[CH2:14][CH2:13][CH2:12][CH:11]([OH:15])[CH2:10]1)[C:2]1[CH:7]=[CH:6][CH:5]=[CH:4][CH:3]=1.[Br:16][C:17]1[CH:22]=[C:21]([F:23])[C:20](O)=[C:19]([F:25])[CH:18]=1.C1(P(C2C=CC=CC=2)C2C=CC=CC=2)C=CC=CC=1.C(N(CC)CC)C.N(C(OCC)=O)=NC(OCC)=O. (6) Given the product [Br:1][C:2]1[C:3]([CH3:10])=[CH:4][C:5]([F:9])=[CH:6][C:7]=1[C:11]([OH:13])=[O:12], predict the reactants needed to synthesize it. The reactants are: [Br:1][C:2]1[C:7](Br)=[CH:6][C:5]([F:9])=[CH:4][C:3]=1[CH3:10].[C:11](=[O:13])=[O:12].CC(C)=O.C([Mg]Cl)(C)C.C(=O)=O.[OH-].[Na+]. (7) Given the product [CH3:39][N:40]([CH3:45])[CH2:41][C:42]([N:23]1[CH2:24][CH2:25][C@H:21]([O:20][C:18]2[CH:17]=[C:16]([C:26]3[CH:27]=[N:28][N:29]([CH3:31])[CH:30]=3)[CH:15]=[C:14]([NH:13][C:8]3[N:7]=[CH:6][C:5]4[C:10](=[CH:11][CH:12]=[C:3]([C:1]#[CH:2])[CH:4]=4)[N:9]=3)[CH:19]=2)[CH2:22]1)=[O:43], predict the reactants needed to synthesize it. The reactants are: [C:1]([C:3]1[CH:4]=[C:5]2[C:10](=[CH:11][CH:12]=1)[N:9]=[C:8]([NH:13][C:14]1[CH:19]=[C:18]([O:20][C@H:21]3[CH2:25][CH2:24][NH:23][CH2:22]3)[CH:17]=[C:16]([C:26]3[CH:27]=[N:28][N:29]([CH3:31])[CH:30]=3)[CH:15]=1)[N:7]=[CH:6]2)#[CH:2].C(N(CC)CC)C.[CH3:39][N:40]([CH3:45])[CH2:41][C:42](O)=[O:43].CN(C(ON1N=NC2C=CC=NC1=2)=[N+](C)C)C.F[P-](F)(F)(F)(F)F. (8) Given the product [CH2:60]([C:29]1([CH2:21][CH2:22][CH2:23][CH2:24][CH2:25][CH2:26][CH2:27][CH3:28])[C:30]2[CH:31]=[C:32]([C:2]3[CH:20]=[CH:19][C:5]([N:6]([C:13]4[CH:18]=[CH:17][CH:16]=[CH:15][CH:14]=4)[C:7]4[CH:12]=[CH:11][CH:10]=[CH:9][CH:8]=4)=[CH:4][CH:3]=3)[CH:33]=[CH:34][C:35]=2[C:36]2[C:41]1=[CH:40][C:39]([B:42]1[O:43][C:44]([CH3:49])([CH3:50])[C:45]([CH3:47])([CH3:48])[O:46]1)=[CH:38][CH:37]=2)[CH2:61][CH2:62][CH2:63][CH2:64][CH2:65][CH2:66][CH3:67], predict the reactants needed to synthesize it. The reactants are: Br[C:2]1[CH:20]=[CH:19][C:5]([N:6]([C:13]2[CH:18]=[CH:17][CH:16]=[CH:15][CH:14]=2)[C:7]2[CH:12]=[CH:11][CH:10]=[CH:9][CH:8]=2)=[CH:4][CH:3]=1.[CH2:21]([C:29]1([CH2:60][CH2:61][CH2:62][CH2:63][CH2:64][CH2:65][CH2:66][CH3:67])[C:41]2[CH:40]=[C:39]([B:42]3[O:46][C:45]([CH3:48])([CH3:47])[C:44]([CH3:50])([CH3:49])[O:43]3)[CH:38]=[CH:37][C:36]=2[C:35]2[C:30]1=[CH:31][C:32](B1OC(C)(C)C(C)(C)O1)=[CH:33][CH:34]=2)[CH2:22][CH2:23][CH2:24][CH2:25][CH2:26][CH2:27][CH3:28].C(=O)([O-])[O-].[Na+].[Na+].C1(C)C=CC=CC=1.